Dataset: Reaction yield outcomes from USPTO patents with 853,638 reactions. Task: Predict the reaction yield, written as a fraction of the theoretical maximum amount of product (1.0 means a 100% yield; for example, 0.34 means a 34% yield). (1) The reactants are [C:1]([O:5][C:6]([N:8]1[CH2:12][CH2:11][CH2:10][C@H:9]1[C:13]1[NH:14][C:15]([C:18]2[CH:19]=[N:20][C:21]([C:24]3[CH:29]=[CH:28][C:27]([C:30]4[NH:31][C:32]([C@@H:35]5[CH2:39][CH2:38][CH2:37][N:36]5C(OCC5C=CC=CC=5)=O)=[N:33][CH:34]=4)=[CH:26][CH:25]=3)=[N:22][CH:23]=2)=[CH:16][N:17]=1)=[O:7])([CH3:4])([CH3:3])[CH3:2].C([O-])([O-])=O.[K+].[K+].O. The catalyst is CO.[Pd]. The product is [C:1]([O:5][C:6]([N:8]1[CH2:12][CH2:11][CH2:10][C@H:9]1[C:13]1[NH:14][C:15]([C:18]2[CH:23]=[N:22][C:21]([C:24]3[CH:29]=[CH:28][C:27]([C:30]4[NH:31][C:32]([C@@H:35]5[CH2:39][CH2:38][CH2:37][NH:36]5)=[N:33][CH:34]=4)=[CH:26][CH:25]=3)=[N:20][CH:19]=2)=[CH:16][N:17]=1)=[O:7])([CH3:4])([CH3:2])[CH3:3]. The yield is 0.560. (2) The reactants are [CH3:1][O:2][C:3]([C:5]1[S:6][C:7](/[CH:10]=[C:11](\[C:15]2[CH:20]=[CH:19][C:18]([C:21]([CH3:24])([CH3:23])[CH3:22])=[CH:17][CH:16]=2)/[C:12]([OH:14])=[O:13])=[CH:8][CH:9]=1)=[O:4].[H][H]. The catalyst is C1COCC1.[Pd]. The product is [CH3:1][O:2][C:3]([C:5]1[S:6][C:7]([CH2:10][CH:11]([C:15]2[CH:20]=[CH:19][C:18]([C:21]([CH3:24])([CH3:23])[CH3:22])=[CH:17][CH:16]=2)[C:12]([OH:14])=[O:13])=[CH:8][CH:9]=1)=[O:4]. The yield is 0.810. (3) The reactants are [S:1]1[CH:5]=[CH:4][CH:3]=[C:2]1[C:6](Cl)=[O:7].[Cl:9][C:10]1[CH:11]=[C:12]2[C:17](=[CH:18][CH:19]=1)[N:16]([CH3:20])[C:15](=[O:21])[C:14]([C:22]#[N:23])=[C:13]2[N:24]1[CH2:29][CH2:28][NH:27][CH2:26][CH2:25]1. The catalyst is N1C=CC=CC=1. The product is [Cl:9][C:10]1[CH:11]=[C:12]2[C:17](=[CH:18][CH:19]=1)[N:16]([CH3:20])[C:15](=[O:21])[C:14]([C:22]#[N:23])=[C:13]2[N:24]1[CH2:25][CH2:26][N:27]([C:6]([C:2]2[S:1][CH:5]=[CH:4][CH:3]=2)=[O:7])[CH2:28][CH2:29]1. The yield is 0.830. (4) The catalyst is ClCCl.C(OCC)(=O)C.C(OCC)C. The product is [F:42][C:9]1([F:8])[CH2:14][CH2:13][CH:12]([N:15]([C:22]2[CH:34]=[C:33]([N:35]3[CH2:36][CH2:37][N:38]([CH3:41])[CH2:39][CH2:40]3)[CH:32]=[CH:31][C:23]=2[C:24]([OH:26])=[O:25])[C:16](=[O:21])[C:17]([F:18])([F:19])[F:20])[CH2:11][CH2:10]1. The yield is 0.790. The reactants are FC(F)(F)C(O)=O.[F:8][C:9]1([F:42])[CH2:14][CH2:13][CH:12]([N:15]([C:22]2[CH:34]=[C:33]([N:35]3[CH2:40][CH2:39][N:38]([CH3:41])[CH2:37][CH2:36]3)[CH:32]=[CH:31][C:23]=2[C:24]([O:26]C(C)(C)C)=[O:25])[C:16](=[O:21])[C:17]([F:20])([F:19])[F:18])[CH2:11][CH2:10]1. (5) The reactants are [F:1][C:2]1[CH:7]=[CH:6][C:5]([O:8][C:9]2[CH:16]=[CH:15][C:14]([CH:17]=[O:18])=[CH:13][C:10]=2[C:11]#[N:12])=[CH:4][C:3]=1[C:19]([F:22])([F:21])[F:20].[BH4-].[Na+]. The catalyst is C(O)C. The product is [F:1][C:2]1[CH:7]=[CH:6][C:5]([O:8][C:9]2[CH:16]=[CH:15][C:14]([CH2:17][OH:18])=[CH:13][C:10]=2[C:11]#[N:12])=[CH:4][C:3]=1[C:19]([F:20])([F:21])[F:22]. The yield is 0.700. (6) The reactants are [C:1](P(C(C)(C)C)C(C)(C)C)(C)(C)C.C(NC(C)C)(C)C.[NH2:21][C:22]1[N:26]([CH3:27])[C:25](=[O:28])[C:24]([C:39]2[CH:44]=[CH:43][CH:42]=[C:41](Br)[CH:40]=2)([C:29]2[CH:34]=[CH:33][C:32]([O:35][CH:36]([F:38])[F:37])=[CH:31][CH:30]=2)[N:23]=1.[OH:46][CH2:47][C:48]#[CH:49]. The catalyst is O1CCOCC1.[Cu](I)I.O. The product is [NH2:21][C:22]1[N:26]([CH3:27])[C:25](=[O:28])[C:24]([C:29]2[CH:34]=[CH:33][C:32]([O:35][CH:36]([F:38])[F:37])=[CH:31][CH:30]=2)([C:39]2[CH:44]=[CH:43][CH:42]=[C:41]([C:1]#[C:49][CH2:48][CH2:47][OH:46])[CH:40]=2)[N:23]=1. The yield is 0.480.